From a dataset of Forward reaction prediction with 1.9M reactions from USPTO patents (1976-2016). Predict the product of the given reaction. (1) Given the reactants [Br:1][C:2]1[CH:11]=[CH:10][CH:9]=[C:8]2[C:3]=1[CH:4]=[CH:5][N:6]=[CH:7]2.ClC1C=CC=C(C(OO)=[O:20])C=1.C(OCC)(=O)C, predict the reaction product. The product is: [Br:1][C:2]1[CH:11]=[CH:10][CH:9]=[C:8]2[C:3]=1[CH:4]=[CH:5][N+:6]([O-:20])=[CH:7]2. (2) Given the reactants C(NC1C=CC(C2C=C3C(=CC=2)C(=O)N([C@@H](C(C)C)C(O)=O)C3)=CC=1)(=O)C1C=CC=CC=1.[CH3:33][O:34][C:35]1[CH:67]=[CH:66][C:38]([C:39]([NH:41][C:42]2[CH:47]=[CH:46][C:45]([C:48]3[CH:49]=[C:50]4[C:54](=[CH:55][CH:56]=3)[C:53](=[O:57])[N:52]([C@@H:58]([CH:63]([CH3:65])[CH3:64])[C:59]([O:61]C)=[O:60])[CH2:51]4)=[CH:44][CH:43]=2)=[O:40])=[CH:37][CH:36]=1, predict the reaction product. The product is: [CH3:33][O:34][C:35]1[CH:36]=[CH:37][C:38]([C:39]([NH:41][C:42]2[CH:43]=[CH:44][C:45]([C:48]3[CH:49]=[C:50]4[C:54](=[CH:55][CH:56]=3)[C:53](=[O:57])[N:52]([C@@H:58]([CH:63]([CH3:64])[CH3:65])[C:59]([OH:61])=[O:60])[CH2:51]4)=[CH:46][CH:47]=2)=[O:40])=[CH:66][CH:67]=1. (3) Given the reactants [NH2:1][C:2]1[CH:3]=[C:4]([CH:9]=[CH:10][C:11]=1[OH:12])[C:5]([O:7][CH3:8])=[O:6].[C:13]1([CH2:19][C:20](Cl)=O)[CH:18]=[CH:17][CH:16]=[CH:15][CH:14]=1.O, predict the reaction product. The product is: [CH2:19]([C:20]1[O:12][C:11]2[CH:10]=[CH:9][C:4]([C:5]([O:7][CH3:8])=[O:6])=[CH:3][C:2]=2[N:1]=1)[C:13]1[CH:18]=[CH:17][CH:16]=[CH:15][CH:14]=1. (4) Given the reactants [NH2:1][C@H:2]([C:8]([OH:10])=[O:9])[CH2:3][CH2:4][CH2:5][CH2:6][NH2:7].S([O-])([O-])(=O)=O.[Cu+2:16].CO, predict the reaction product. The product is: [NH2:1][C@H:2]([C:8]([OH:10])=[O:9])[CH2:3][CH2:4][CH2:5][CH2:6][NH2:7].[Cu:16]. (5) Given the reactants [OH:1][C:2]1[C:7]([CH3:8])=[C:6]([CH3:9])[C:5]([NH:10]C=O)=[C:4]([CH3:13])[C:3]=1[C:14]([C:18]1[CH:23]=[CH:22][C:21]([CH3:24])=[CH:20][CH:19]=1)=[C:15]([CH3:17])[CH3:16].[ClH:25], predict the reaction product. The product is: [ClH:25].[CH3:16][C:15]1([CH3:17])[CH:14]([C:18]2[CH:23]=[CH:22][C:21]([CH3:24])=[CH:20][CH:19]=2)[C:3]2[C:4]([CH3:13])=[C:5]([NH2:10])[C:6]([CH3:9])=[C:7]([CH3:8])[C:2]=2[O:1]1. (6) Given the reactants [NH2:1][C:2]1[CH:24]=[CH:23][C:5]([O:6][CH2:7][CH2:8][C:9]2[N:14]=[C:13]([NH:15][C:16](=[O:22])[O:17][C:18]([CH3:21])([CH3:20])[CH3:19])[CH:12]=[CH:11][CH:10]=2)=[CH:4][CH:3]=1.[CH:25]([O:28][C:29]1[CH:37]=[C:36]([CH3:38])[CH:35]=[CH:34][C:30]=1[C:31](O)=[O:32])([CH3:27])[CH3:26].ON1C2C=CC=CC=2N=N1.Cl.CN(C)CCCN=C=NCC, predict the reaction product. The product is: [CH:25]([O:28][C:29]1[CH:37]=[C:36]([CH3:38])[CH:35]=[CH:34][C:30]=1[C:31]([NH:1][C:2]1[CH:3]=[CH:4][C:5]([O:6][CH2:7][CH2:8][C:9]2[N:14]=[C:13]([NH:15][C:16](=[O:22])[O:17][C:18]([CH3:21])([CH3:19])[CH3:20])[CH:12]=[CH:11][CH:10]=2)=[CH:23][CH:24]=1)=[O:32])([CH3:27])[CH3:26].